Dataset: NCI-60 drug combinations with 297,098 pairs across 59 cell lines. Task: Regression. Given two drug SMILES strings and cell line genomic features, predict the synergy score measuring deviation from expected non-interaction effect. (1) Drug 1: C1C(C(OC1N2C=NC3=C(N=C(N=C32)Cl)N)CO)O. Drug 2: CCC1(C2=C(COC1=O)C(=O)N3CC4=CC5=C(C=CC(=C5CN(C)C)O)N=C4C3=C2)O.Cl. Cell line: NCI/ADR-RES. Synergy scores: CSS=57.2, Synergy_ZIP=-7.47, Synergy_Bliss=-7.78, Synergy_Loewe=-8.06, Synergy_HSA=-6.03. (2) Drug 1: C(CC(=O)O)C(=O)CN.Cl. Drug 2: C1C(C(OC1N2C=NC(=NC2=O)N)CO)O. Cell line: SK-MEL-5. Synergy scores: CSS=5.01, Synergy_ZIP=-2.64, Synergy_Bliss=-0.193, Synergy_Loewe=-5.25, Synergy_HSA=0.406. (3) Drug 1: CC1=C(C(CCC1)(C)C)C=CC(=CC=CC(=CC(=O)O)C)C. Drug 2: CC1C(C(CC(O1)OC2CC(CC3=C2C(=C4C(=C3O)C(=O)C5=CC=CC=C5C4=O)O)(C(=O)C)O)N)O. Cell line: NCIH23. Synergy scores: CSS=39.9, Synergy_ZIP=0.991, Synergy_Bliss=0.658, Synergy_Loewe=-22.6, Synergy_HSA=0.460. (4) Synergy scores: CSS=4.45, Synergy_ZIP=-1.55, Synergy_Bliss=-0.517, Synergy_Loewe=-6.87, Synergy_HSA=-1.90. Drug 1: CCC(=C(C1=CC=CC=C1)C2=CC=C(C=C2)OCCN(C)C)C3=CC=CC=C3.C(C(=O)O)C(CC(=O)O)(C(=O)O)O. Cell line: A549. Drug 2: C1CNP(=O)(OC1)N(CCCl)CCCl. (5) Drug 1: CC12CCC(CC1=CCC3C2CCC4(C3CC=C4C5=CN=CC=C5)C)O. Drug 2: C1CCC(C(C1)N)N.C(=O)(C(=O)[O-])[O-].[Pt+4]. Cell line: PC-3. Synergy scores: CSS=6.26, Synergy_ZIP=-4.58, Synergy_Bliss=-4.62, Synergy_Loewe=-3.22, Synergy_HSA=-2.38. (6) Drug 1: C1=NC2=C(N1)C(=S)N=CN2. Drug 2: CC1CCCC2(C(O2)CC(NC(=O)CC(C(C(=O)C(C1O)C)(C)C)O)C(=CC3=CSC(=N3)C)C)C. Cell line: SW-620. Synergy scores: CSS=51.2, Synergy_ZIP=-2.62, Synergy_Bliss=-2.42, Synergy_Loewe=-10.8, Synergy_HSA=0.614. (7) Drug 1: C1CN(CCN1C(=O)CCBr)C(=O)CCBr. Drug 2: C1C(C(OC1N2C=NC(=NC2=O)N)CO)O. Cell line: NCIH23. Synergy scores: CSS=36.4, Synergy_ZIP=0.724, Synergy_Bliss=3.00, Synergy_Loewe=3.36, Synergy_HSA=3.84. (8) Drug 1: C1=CN(C=N1)CC(O)(P(=O)(O)O)P(=O)(O)O. Drug 2: C1C(C(OC1N2C=NC3=C2NC=NCC3O)CO)O. Cell line: HL-60(TB). Synergy scores: CSS=6.44, Synergy_ZIP=-0.125, Synergy_Bliss=4.88, Synergy_Loewe=3.28, Synergy_HSA=4.09.